The task is: Predict the reaction yield, written as a fraction of the theoretical maximum amount of product (1.0 means a 100% yield; for example, 0.34 means a 34% yield).. This data is from Reaction yield outcomes from USPTO patents with 853,638 reactions. The reactants are [CH2:1]([C:5]1[NH:10][C:9](=[O:11])[CH:8]=[C:7]([CH3:12])[N:6]=1)[CH2:2][CH2:3][CH3:4].Br[CH2:14][C:15]1[CH:20]=[CH:19][C:18]([C:21]2[C:22]([C:27]#[N:28])=[CH:23][CH:24]=[CH:25][CH:26]=2)=[CH:17][CH:16]=1.C(=O)([O-])[O-].[Cs+].[Cs+]. The catalyst is C(#N)C. The product is [CH2:1]([C:5]1[N:10]([CH2:14][C:15]2[CH:16]=[CH:17][C:18]([C:21]3[C:22]([C:27]#[N:28])=[CH:23][CH:24]=[CH:25][CH:26]=3)=[CH:19][CH:20]=2)[C:9](=[O:11])[CH:8]=[C:7]([CH3:12])[N:6]=1)[CH2:2][CH2:3][CH3:4]. The yield is 0.290.